This data is from Catalyst prediction with 721,799 reactions and 888 catalyst types from USPTO. The task is: Predict which catalyst facilitates the given reaction. (1) The catalyst class is: 12. Product: [ClH:15].[Cl:15][C:13]1[CH:12]=[CH:11][C:10]2[N:16]=[C:17]([CH2:18][O:19][C:20]3[CH:21]=[CH:22][C:23]([CH2:26][CH:27]4[S:31][C:30](=[O:32])[NH:29][C:28]4=[O:33])=[CH:24][CH:25]=3)[N:7]([CH3:8])[C:9]=2[CH:14]=1. Reactant: C(OC(=O)[N:7]([C:9]1[CH:14]=[C:13]([Cl:15])[CH:12]=[CH:11][C:10]=1[NH:16][C:17](=O)[CH2:18][O:19][C:20]1[CH:25]=[CH:24][C:23]([CH2:26][CH:27]2[S:31][C:30](=[O:32])[NH:29][C:28]2=[O:33])=[CH:22][CH:21]=1)[CH3:8])(C)(C)C.Cl. (2) Reactant: [OH:1][C:2]1[CH:7]=[C:6]([CH:8]=O)[N:5]=[C:4]([CH:10]=O)[CH:3]=1.[C:12]1(P(C2C=CC=CC=2)C2C=CC=CC=2)[CH:17]=CC=C[CH:13]=1.[CH2:31]([Li])[CH2:32][CH2:33]C. Product: [CH3:13][C:12]([CH3:17])=[CH:8][C:6]1[CH:7]=[C:2]([OH:1])[CH:3]=[C:4]([CH:10]=[C:32]([CH3:33])[CH3:31])[N:5]=1. The catalyst class is: 11.